This data is from Reaction yield outcomes from USPTO patents with 853,638 reactions. The task is: Predict the reaction yield, written as a fraction of the theoretical maximum amount of product (1.0 means a 100% yield; for example, 0.34 means a 34% yield). (1) The reactants are [BH4-].[Na+].[F:3][C:4]1[CH:9]=[CH:8][C:7]([N:10]2[CH2:15][CH2:14][N:13]([C:16]3[C:17]([CH3:30])=[C:18]([CH3:29])[C:19]4[O:23][C:22]([CH3:25])([CH3:24])[C:21](=O)[C:20]=4[C:27]=3[CH3:28])[CH2:12][CH2:11]2)=[CH:6][CH:5]=1.Cl.[CH2:32]([N:34](CC)[CH2:35][CH3:36])[CH3:33].CS([Cl:43])(=O)=O.N1CCCC1. The catalyst is C1COCC1.ClCCl.C(=O)(O)[O-].[Na+].CO. The product is [ClH:43].[F:3][C:4]1[CH:9]=[CH:8][C:7]([N:10]2[CH2:15][CH2:14][N:13]([C:16]3[C:17]([CH3:30])=[C:18]([CH3:29])[C:19]4[O:23][C:22]([CH3:24])([CH3:25])[CH:21]([N:34]5[CH2:35][CH2:36][CH2:33][CH2:32]5)[C:20]=4[C:27]=3[CH3:28])[CH2:12][CH2:11]2)=[CH:6][CH:5]=1. The yield is 0.0800. (2) The reactants are [Cr](Cl)([O-])(=O)=O.[NH+]1C=CC=CC=1.[F:12][C:13]1[C:14]([OH:32])=[CH:15][CH:16]=[C:17]2[C:21]=1[C:20](=[O:22])[N:19]([CH2:23][C@H:24]1[CH2:29][CH2:28][C@H:27]([CH2:30][OH:31])[CH2:26][CH2:25]1)[CH2:18]2.CCOCC. The catalyst is C(Cl)Cl.C1COCC1. The product is [F:12][C:13]1[C:14]([OH:32])=[CH:15][CH:16]=[C:17]2[C:21]=1[C:20](=[O:22])[N:19]([CH2:23][C@H:24]1[CH2:29][CH2:28][C@H:27]([CH:30]=[O:31])[CH2:26][CH2:25]1)[CH2:18]2. The yield is 0.500.